Dataset: Forward reaction prediction with 1.9M reactions from USPTO patents (1976-2016). Task: Predict the product of the given reaction. (1) Given the reactants [ClH:1].[Cl:2][C:3]1[C:4]([CH2:13][CH2:14][NH2:15])=[N:5][CH:6]=[C:7]([C:9]([F:12])([F:11])[F:10])[CH:8]=1.[C:16](=[O:19])([O-])[O-].[Na+].[Na+], predict the reaction product. The product is: [Cl:1][C:6]1[N:5]=[C:4]([CH3:13])[CH:3]=[CH:8][C:7]=1[C:16]([NH:15][CH2:14][CH2:13][C:4]1[C:3]([Cl:2])=[CH:8][C:7]([C:9]([F:12])([F:10])[F:11])=[CH:6][N:5]=1)=[O:19]. (2) The product is: [NH2:1][C:2](=[S:23])[CH2:3][N:4]([CH3:12])[C:5](=[O:11])[O:6][C:7]([CH3:10])([CH3:9])[CH3:8]. Given the reactants [NH2:1][C:2](=O)[CH2:3][N:4]([CH3:12])[C:5](=[O:11])[O:6][C:7]([CH3:10])([CH3:9])[CH3:8].COC1C=CC(P2(SP(C3C=CC(OC)=CC=3)(=S)S2)=[S:23])=CC=1, predict the reaction product. (3) The product is: [NH2:1][C:2]1[N:7]=[C:6]([NH:22][CH2:21][C:20]2[CH:23]=[CH:24][CH:25]=[CH:26][C:19]=2[Cl:18])[C:5]([C:11]#[N:12])=[C:4]([N:13]2[CH:17]=[CH:16][CH:15]=[N:14]2)[N:3]=1. Given the reactants [NH2:1][C:2]1[N:7]=[C:6](S(C)=O)[C:5]([C:11]#[N:12])=[C:4]([N:13]2[CH:17]=[CH:16][CH:15]=[N:14]2)[N:3]=1.[Cl:18][C:19]1[CH:26]=[CH:25][CH:24]=[CH:23][C:20]=1[CH2:21][NH2:22].C1CCN2C(=NCCC2)CC1, predict the reaction product. (4) Given the reactants CC(OC([N:8]([CH2:26][CH3:27])[C@H:9]1[CH2:13][CH2:12][N:11]([C:14]2[C:19]([C:20]([O:22][CH:23]([CH3:25])[CH3:24])=[O:21])=[CH:18][CH:17]=[CH:16][N:15]=2)[CH2:10]1)=O)(C)C.C(O)(C(F)(F)F)=O.C([O-])(O)=O.[Na+], predict the reaction product. The product is: [CH2:26]([NH:8][C@H:9]1[CH2:13][CH2:12][N:11]([C:14]2[C:19]([C:20]([O:22][CH:23]([CH3:24])[CH3:25])=[O:21])=[CH:18][CH:17]=[CH:16][N:15]=2)[CH2:10]1)[CH3:27].